The task is: Predict the reactants needed to synthesize the given product.. This data is from Full USPTO retrosynthesis dataset with 1.9M reactions from patents (1976-2016). (1) Given the product [C:1]([O:5][CH:6]([O:8][CH2:9][CH3:10])[CH3:7])(=[O:4])[CH:2]=[CH2:3].[C:11]([O:16][CH2:17][CH:18]1[O:20][CH2:19]1)(=[O:15])[C:12]([CH3:14])=[CH2:13].[C:21]([O:26][CH2:27][C:28]1[CH:29]=[CH:30][CH:31]=[CH:32][CH:33]=1)(=[O:25])[C:22]([CH3:24])=[CH2:23].[C:11]([O:16][CH:17]([CH3:34])[CH2:18][O:20][CH3:19])(=[O:15])[CH3:12], predict the reactants needed to synthesize it. The reactants are: [C:1]([O:5][CH:6]([O:8][CH2:9][CH3:10])[CH3:7])(=[O:4])[CH:2]=[CH2:3].[C:11]([O:16][CH2:17][CH:18]1[O:20][CH2:19]1)(=[O:15])[C:12]([CH3:14])=[CH2:13].[C:21]([O:26][CH2:27][C:28]1[CH:33]=[CH:32][CH:31]=[CH:30][CH:29]=1)(=[O:25])[C:22]([CH3:24])=[CH2:23].[CH2:34](C(C)=O)C(C)C. (2) Given the product [Cl:18][C:17]([Cl:20])([Cl:19])[C@H:15]1[N:14]2[CH2:21][CH2:22][CH2:23][C@:13]2([CH:24]=[CH2:2])[C:12](=[O:11])[O:16]1, predict the reactants needed to synthesize it. The reactants are: [Li+].[CH3:2][Si]([N-][Si](C)(C)C)(C)C.[O:11]=[C:12]1[O:16][C@@H:15]([C:17]([Cl:20])([Cl:19])[Cl:18])[N:14]2[CH2:21][CH2:22][CH2:23][C@:13]12[CH:24]=O.